From a dataset of Forward reaction prediction with 1.9M reactions from USPTO patents (1976-2016). Predict the product of the given reaction. Given the reactants Cl[C:2]1[CH:7]=[C:6]([Cl:8])[N:5]=[CH:4][C:3]=1[CH2:9][C:10]([NH2:12])=[O:11].[CH:13]1([NH2:19])[CH2:18][CH2:17][CH2:16][CH2:15][CH2:14]1.C(N(CC)C(C)C)(C)C, predict the reaction product. The product is: [Cl:8][C:6]1[N:5]=[CH:4][C:3]([CH2:9][C:10]([NH2:12])=[O:11])=[C:2]([NH:19][CH:13]2[CH2:18][CH2:17][CH2:16][CH2:15][CH2:14]2)[CH:7]=1.